This data is from Full USPTO retrosynthesis dataset with 1.9M reactions from patents (1976-2016). The task is: Predict the reactants needed to synthesize the given product. (1) The reactants are: [C:1]1([C:7]2([CH2:20][O:21][CH2:22][C:23]3[CH:24]=[CH:25][CH:26]=[C:27]4[C:31]=3[N:30](COCC[Si](C)(C)C)[N:29]=[CH:28]4)[CH2:12][CH2:11][N:10](C(OC(C)(C)C)=O)[CH2:9][CH2:8]2)[CH:6]=[CH:5][CH:4]=[CH:3][CH:2]=1.FC(F)(F)C(O)=O.C(Cl)Cl. Given the product [C:1]1([C:7]2([CH2:20][O:21][CH2:22][C:23]3[CH:24]=[CH:25][CH:26]=[C:27]4[C:31]=3[NH:30][N:29]=[CH:28]4)[CH2:12][CH2:11][NH:10][CH2:9][CH2:8]2)[CH:6]=[CH:5][CH:4]=[CH:3][CH:2]=1, predict the reactants needed to synthesize it. (2) Given the product [CH2:1]([N:3]1[C:7]2=[N:8][C:9]([CH:26]([OH:27])[CH3:28])=[C:10]([CH2:19][CH2:20][C:21]([O:23][CH2:24][CH3:25])=[O:22])[C:11]([C:12]3[CH:13]=[N:14][CH:15]=[C:16]([CH3:18])[CH:17]=3)=[C:6]2[CH:5]=[N:4]1)[CH3:2], predict the reactants needed to synthesize it. The reactants are: [CH2:1]([N:3]1[C:7]2=[N:8][C:9]([CH:26]=[O:27])=[C:10]([CH2:19][CH2:20][C:21]([O:23][CH2:24][CH3:25])=[O:22])[C:11]([C:12]3[CH:13]=[N:14][CH:15]=[C:16]([CH3:18])[CH:17]=3)=[C:6]2[CH:5]=[N:4]1)[CH3:2].[CH3:28][Mg]Br.